From a dataset of Peptide-MHC class I binding affinity with 185,985 pairs from IEDB/IMGT. Regression. Given a peptide amino acid sequence and an MHC pseudo amino acid sequence, predict their binding affinity value. This is MHC class I binding data. (1) The peptide sequence is EETIGEAFEWL. The MHC is Mamu-B01 with pseudo-sequence Mamu-B01. The binding affinity (normalized) is 0.0740. (2) The peptide sequence is FIIDNFGSV. The MHC is HLA-A02:12 with pseudo-sequence HLA-A02:12. The binding affinity (normalized) is 1.00. (3) The MHC is HLA-B58:01 with pseudo-sequence HLA-B58:01. The peptide sequence is AYIDNYNKF. The binding affinity (normalized) is 0. (4) The peptide sequence is LLIDDSFSS. The MHC is HLA-A31:01 with pseudo-sequence HLA-A31:01. The binding affinity (normalized) is 0.0847. (5) The peptide sequence is IISLKYTRK. The MHC is HLA-A26:01 with pseudo-sequence HLA-A26:01. The binding affinity (normalized) is 0.0847.